From a dataset of Merck oncology drug combination screen with 23,052 pairs across 39 cell lines. Regression. Given two drug SMILES strings and cell line genomic features, predict the synergy score measuring deviation from expected non-interaction effect. (1) Drug 1: O=S1(=O)NC2(CN1CC(F)(F)F)C1CCC2Cc2cc(C=CCN3CCC(C(F)(F)F)CC3)ccc2C1. Drug 2: Cn1cc(-c2cnn3c(N)c(Br)c(C4CCCNC4)nc23)cn1. Cell line: OVCAR3. Synergy scores: synergy=16.7. (2) Drug 1: COc1cc(C2c3cc4c(cc3C(OC3OC5COC(C)OC5C(O)C3O)C3COC(=O)C23)OCO4)cc(OC)c1O. Cell line: UWB1289BRCA1. Drug 2: Cn1cc(-c2cnn3c(N)c(Br)c(C4CCCNC4)nc23)cn1. Synergy scores: synergy=-2.11. (3) Drug 1: CS(=O)(=O)CCNCc1ccc(-c2ccc3ncnc(Nc4ccc(OCc5cccc(F)c5)c(Cl)c4)c3c2)o1. Drug 2: CC(C)CC(NC(=O)C(Cc1ccccc1)NC(=O)c1cnccn1)B(O)O. Cell line: A2780. Synergy scores: synergy=-12.1. (4) Drug 1: O=C(CCCCCCC(=O)Nc1ccccc1)NO. Drug 2: CCC1(O)C(=O)OCc2c1cc1n(c2=O)Cc2cc3c(CN(C)C)c(O)ccc3nc2-1. Cell line: NCIH460. Synergy scores: synergy=-10.9. (5) Drug 1: COC12C(COC(N)=O)C3=C(C(=O)C(C)=C(N)C3=O)N1CC1NC12. Drug 2: COC1CC2CCC(C)C(O)(O2)C(=O)C(=O)N2CCCCC2C(=O)OC(C(C)CC2CCC(OP(C)(C)=O)C(OC)C2)CC(=O)C(C)C=C(C)C(O)C(OC)C(=O)C(C)CC(C)C=CC=CC=C1C. Cell line: A427. Synergy scores: synergy=23.8. (6) Drug 1: CN(Cc1cnc2nc(N)nc(N)c2n1)c1ccc(C(=O)NC(CCC(=O)O)C(=O)O)cc1. Drug 2: NC(=O)c1cccc2cn(-c3ccc(C4CCCNC4)cc3)nc12. Cell line: A2058. Synergy scores: synergy=-25.8.